From a dataset of Forward reaction prediction with 1.9M reactions from USPTO patents (1976-2016). Predict the product of the given reaction. Given the reactants [Cl:1][C:2]1[CH:7]=[CH:6][C:5]([NH:8][C:9]([NH:11][NH:12][C:13](=[O:27])[CH2:14][O:15][C:16]2[CH:17]=[C:18]3[C:23](=[CH:24][CH:25]=2)[NH:22][C:21](=[O:26])[CH2:20][CH2:19]3)=S)=[CH:4][CH:3]=1.CCN=C=NCCCN(C)C.Cl, predict the reaction product. The product is: [Cl:1][C:2]1[CH:7]=[CH:6][C:5]([NH:8][C:9]2[O:27][C:13]([CH2:14][O:15][C:16]3[CH:17]=[C:18]4[C:23](=[CH:24][CH:25]=3)[NH:22][C:21](=[O:26])[CH2:20][CH2:19]4)=[N:12][N:11]=2)=[CH:4][CH:3]=1.